Dataset: Full USPTO retrosynthesis dataset with 1.9M reactions from patents (1976-2016). Task: Predict the reactants needed to synthesize the given product. (1) Given the product [CH3:1][N:2]([CH2:5][C:6]([O:8][CH2:9][CH3:10])=[O:7])[NH2:3], predict the reactants needed to synthesize it. The reactants are: [CH3:1][NH:2][NH2:3].Br[CH2:5][C:6]([O:8][CH2:9][CH3:10])=[O:7]. (2) Given the product [F:44][C:22]1[CH:21]=[C:20]([CH:25]=[CH:24][C:23]=1[C:26]1[S:27][C:28]2[C:33]([N:34]=1)=[CH:32][CH:31]=[C:30]([C:35]1([C:38]3[CH:39]=[CH:40][CH:41]=[CH:42][CH:43]=3)[CH2:37][CH2:36]1)[N:29]=2)[CH2:19][C:8]([NH:7][C:4](=[O:6])[CH3:5])([CH2:14][OH:15])[CH2:9][OH:10], predict the reactants needed to synthesize it. The reactants are: [Cl-].[Cl-].[Ca+2].[C:4]([NH:7][C:8]([CH2:19][C:20]1[CH:25]=[CH:24][C:23]([C:26]2[S:27][C:28]3[C:33]([N:34]=2)=[CH:32][CH:31]=[C:30]([C:35]2([C:38]4[CH:43]=[CH:42][CH:41]=[CH:40][CH:39]=4)[CH2:37][CH2:36]2)[N:29]=3)=[C:22]([F:44])[CH:21]=1)([C:14](OCC)=[O:15])[C:9](OCC)=[O:10])(=[O:6])[CH3:5].[BH4-].[Na+].C(Cl)Cl.